From a dataset of Full USPTO retrosynthesis dataset with 1.9M reactions from patents (1976-2016). Predict the reactants needed to synthesize the given product. (1) Given the product [CH:30]1[C:31]2[C:26](=[C:25]([C:9]3[CH:10]=[C:11]4[C:16](=[CH:17][CH:18]=3)[C:15]([C:19]([O:21][CH3:22])=[O:20])=[CH:14][CH:13]=[CH:12]4)[CH:34]=[CH:33][CH:32]=2)[CH:27]=[CH:28][N:29]=1, predict the reactants needed to synthesize it. The reactants are: CC1(C)C(C)(C)OB([C:9]2[CH:10]=[C:11]3[C:16](=[CH:17][CH:18]=2)[C:15]([C:19]([O:21][CH3:22])=[O:20])=[CH:14][CH:13]=[CH:12]3)O1.Br[C:25]1[CH:34]=[CH:33][CH:32]=[C:31]2[C:26]=1[CH:27]=[CH:28][N:29]=[CH:30]2.C(=O)([O-])[O-].[Na+].[Na+]. (2) Given the product [Cl:1][C:2]1[N:3]([CH2:23][C@:21]([OH:22])([CH3:24])[CH2:20][OH:19])[CH:4]=[C:5]([N+:7]([O-:9])=[O:8])[N:6]=1, predict the reactants needed to synthesize it. The reactants are: [Cl:1][C:2]1[NH:3][CH:4]=[C:5]([N+:7]([O-:9])=[O:8])[N:6]=1.[N+](C1C=CC(C([O:19][CH2:20][C@@:21]2([CH3:24])[CH2:23][O:22]2)=O)=CC=1)([O-])=O.C(N(CC)CC)C.C(=O)([O-])[O-].[K+].[K+].Cl.S([O-])([O-])(=O)=O.[Mg+2]. (3) Given the product [Br:8][C:9]1[CH:14]=[CH:13][C:12]([C:15](=[O:19])[CH2:16][CH2:17][CH3:18])=[C:11]([F:20])[CH:10]=1, predict the reactants needed to synthesize it. The reactants are: FC(F)(F)C(O)=O.[Br:8][C:9]1[CH:14]=[CH:13][C:12]([CH:15]([OH:19])[CH2:16][CH2:17][CH3:18])=[C:11]([F:20])[CH:10]=1.CC(OI1(OC(C)=O)(OC(C)=O)OC(=O)C2C=CC=CC1=2)=O. (4) Given the product [NH2:18][C:16]1[N:17]=[C:12]([C:5]2[CH:6]=[CH:7][C:2]([OH:1])=[CH:3][CH:4]=2)[CH:13]=[C:14]([NH:19][CH3:20])[N:15]=1, predict the reactants needed to synthesize it. The reactants are: [OH:1][C:2]1[CH:7]=[CH:6][C:5](B(O)O)=[CH:4][CH:3]=1.I[C:12]1[N:17]=[C:16]([NH2:18])[N:15]=[C:14]([NH:19][CH3:20])[CH:13]=1. (5) Given the product [CH3:17][O:16][C:14]([C:11]1[CH:12]=[C:13]2[C:8](=[CH:9][CH:10]=1)[NH:7][C:6]([CH3:18])=[CH:5]2)=[O:15], predict the reactants needed to synthesize it. The reactants are: ClC1C=C(I)C=CC=1C[C:5]1[C:13]2[C:8](=[CH:9][CH:10]=[C:11]([C:14]([O:16][CH3:17])=[O:15])[CH:12]=2)[NH:7][C:6]=1[CH3:18].C1(C#C)C=CC=CC=1.C1(P(C2C=CC=CC=2)C2C=CC=CC=2)C=CC=CC=1.C(N(CCCC)CCCC)CCC. (6) Given the product [CH:1]([C:4]1[CH:11]=[C:10]([CH2:12][CH2:13][CH2:14][CH2:15][CH2:16][CH2:17][CH2:18][CH2:19][CH3:20])[CH:9]=[C:6]([CH:7]=[N:27][OH:28])[C:5]=1[OH:21])([CH3:3])[CH3:2], predict the reactants needed to synthesize it. The reactants are: [CH:1]([C:4]1[CH:11]=[C:10]([CH2:12][CH2:13][CH2:14][CH2:15][CH2:16][CH2:17][CH2:18][CH2:19][CH3:20])[CH:9]=[C:6]([CH:7]=O)[C:5]=1[OH:21])([CH3:3])[CH3:2].CC1C=C(CCCCCCCCC)C=C(C=[N:27][OH:28])C=1O. (7) The reactants are: [CH3:1][O:2][C:3]1[CH:22]=[CH:21][C:6]([CH2:7][C@@H:8]2[C:12]3=[N:13][C:14]4[CH:19]=[CH:18][CH:17]=[CH:16][C:15]=4[N:11]3[C:10](=[O:20])[NH:9]2)=[CH:5][CH:4]=1.[Cl:23][C:24]1[CH:25]=[C:26]([C@@H:30]([NH2:32])[CH3:31])[CH:27]=[CH:28][CH:29]=1.C(O)(C(F)(F)F)=O. Given the product [NH:11]1[C:15]2[CH:16]=[CH:17][CH:18]=[CH:19][C:14]=2[N:13]=[C:12]1[C@H:8]([NH:9][C:10]([NH:32][C@H:30]([C:26]1[CH:27]=[CH:28][CH:29]=[C:24]([Cl:23])[CH:25]=1)[CH3:31])=[O:20])[CH2:7][C:6]1[CH:21]=[CH:22][C:3]([O:2][CH3:1])=[CH:4][CH:5]=1, predict the reactants needed to synthesize it. (8) Given the product [N:50]1[CH:32]=[CH:31][C:30]([CH2:37][O:1][C:2]2[CH:3]=[CH:4][C:5]([C:8]3([C:11]([N:14]4[CH2:18][CH2:17][C@@:16]5([C:22]6[CH:23]=[CH:24][CH:25]=[CH:26][C:21]=6[C:20](=[O:27])[O:19]5)[CH2:15]4)=[O:13])[CH2:9][CH2:10]3)=[CH:6][CH:7]=2)=[CH:29][CH:28]=1, predict the reactants needed to synthesize it. The reactants are: [OH:1][C:2]1[CH:7]=[CH:6][C:5]([C:8]2([C:11]([OH:13])=O)[CH2:10][CH2:9]2)=[CH:4][CH:3]=1.[NH:14]1[CH2:18][CH2:17][C@@:16]2([C:22]3[CH:23]=[CH:24][CH:25]=[CH:26][C:21]=3[C:20](=[O:27])[O:19]2)[CH2:15]1.[CH3:28][C:29]1(C)[C@@H]2CC[C@@:30]1([CH2:37]S(O)(=O)=O)[C:31](=O)[CH2:32]2.F[P-](F)(F)(F)(F)F.[N:50]1(O[P+](N(C)C)(N(C)C)N(C)C)C2C=CC=CC=2N=N1.C(N(CC)C(C)C)(C)C.